Task: Predict which catalyst facilitates the given reaction.. Dataset: Catalyst prediction with 721,799 reactions and 888 catalyst types from USPTO (1) Reactant: [Si:1]([O:18][C:19]1C(Cl)=[N:21][C:22]2[C:27]([CH:28]=1)=[CH:26][CH:25]=[C:24]1[CH:29]=[CH:30][C:31]([O:33][CH2:34][CH:35]3[CH2:37][CH2:36]3)=[CH:32][C:23]=21)([C:14]([CH3:17])([CH3:16])[CH3:15])([C:8]1[CH:13]=[CH:12][CH:11]=[CH:10][CH:9]=1)[C:2]1[CH:7]=[CH:6][CH:5]=[CH:4][CH:3]=1.C1(C)C=CC=CC=1P(C1C=CC=CC=1C)C1C=CC=CC=1C.C(CC([O-])=[O:66])(C)=C.[CH2:79]([Sn]([CH2:79][CH2:80][CH2:81][CH3:82])([CH2:79][CH2:80][CH2:81][CH3:82])OC)[CH2:80][CH2:81][CH3:82]. Product: [Si:1]([O:18][C:19]1[CH:28]=[C:27]2[C:22](=[C:23]3[CH:32]=[C:31]([O:33][CH2:34][CH:35]4[CH2:37][CH2:36]4)[CH:30]=[CH:29][C:24]=13)[N:21]=[C:79]([CH2:80][C:81]([CH3:82])=[O:66])[CH:25]=[CH:26]2)([C:14]([CH3:17])([CH3:16])[CH3:15])([C:8]1[CH:13]=[CH:12][CH:11]=[CH:10][CH:9]=1)[C:2]1[CH:7]=[CH:6][CH:5]=[CH:4][CH:3]=1. The catalyst class is: 167. (2) Reactant: C([O:5][C:6](=[O:48])[CH2:7][CH2:8][N:9](C(OC(C)(C)C)=O)[CH2:10][C:11](=[O:40])[N:12]1[C:20]2[C:15](=[CH:16][C:17]([O:21][CH2:22][C:23]3[CH:28]=[CH:27][C:26]([O:29][C:30]4[CH:35]=[CH:34][CH:33]=[CH:32][CH:31]=4)=[C:25]([C:36]([F:39])([F:38])[F:37])[CH:24]=3)=[CH:18][CH:19]=2)[CH2:14][CH2:13]1)(C)(C)C.C(O)(C(F)(F)F)=O. Product: [O:40]=[C:11]([N:12]1[C:20]2[C:15](=[CH:16][C:17]([O:21][CH2:22][C:23]3[CH:28]=[CH:27][C:26]([O:29][C:30]4[CH:31]=[CH:32][CH:33]=[CH:34][CH:35]=4)=[C:25]([C:36]([F:39])([F:37])[F:38])[CH:24]=3)=[CH:18][CH:19]=2)[CH2:14][CH2:13]1)[CH2:10][NH:9][CH2:8][CH2:7][C:6]([OH:48])=[O:5]. The catalyst class is: 4. (3) Reactant: [C:1]([O:5][C:6]([N:8]1[CH2:14][CH2:13][CH2:12][N:11]([S:15]([C:18]2[CH:19]=[C:20]([CH:24]=[CH:25][C:26]=2[F:27])[C:21]([OH:23])=O)(=[O:17])=[O:16])[CH2:10][CH2:9]1)=[O:7])([CH3:4])([CH3:3])[CH3:2].C1N=C[N:30](C(N2C=NC=C2)=O)C=1. Product: [NH2:30][C:21]([C:20]1[CH:24]=[CH:25][C:26]([F:27])=[C:18]([S:15]([N:11]2[CH2:12][CH2:13][CH2:14][N:8]([C:6]([O:5][C:1]([CH3:4])([CH3:2])[CH3:3])=[O:7])[CH2:9][CH2:10]2)(=[O:17])=[O:16])[CH:19]=1)=[O:23]. The catalyst class is: 1.